Predict the product of the given reaction. From a dataset of Forward reaction prediction with 1.9M reactions from USPTO patents (1976-2016). (1) Given the reactants Br[CH2:2][CH2:3][CH2:4][C:5]([CH3:15])([CH3:14])[CH2:6][O:7][CH:8]1[CH2:13][CH2:12][CH2:11][CH2:10][O:9]1.[C:16]1(=[O:26])[NH:20][C:19](=[O:21])[C:18]2=[CH:22][CH:23]=[CH:24][CH:25]=[C:17]12.[K], predict the reaction product. The product is: [CH3:14][C:5]([CH3:15])([CH2:4][CH2:3][CH2:2][N:20]1[C:19](=[O:21])[C:18]2=[CH:22][CH:23]=[CH:24][CH:25]=[C:17]2[C:16]1=[O:26])[CH2:6][O:7][CH:8]1[CH2:13][CH2:12][CH2:11][CH2:10][O:9]1. (2) Given the reactants [CH3:1][C@@H:2]1[O:9][C:7](=[O:8])[C@H:6]([CH3:10])[O:5][C:3]1=[O:4].[C:11]1(=[O:17])[O:16][CH2:15][CH2:14][CH2:13][O:12]1.C(O)CCO, predict the reaction product. The product is: [CH3:1][C@@H:2]1[O:9][C:7](=[O:8])[C@H:6]([CH3:10])[O:5][C:3]1=[O:4].[C:11]1(=[O:17])[O:16][CH2:15][CH2:14][CH2:13][O:12]1. (3) Given the reactants N(C(OCC)=O)=NC(OCC)=O.[CH3:13][N:14]([CH2:16][CH2:17][C@@H:18]1[CH2:27][CH2:26][C:25]2[C:20](=[CH:21][CH:22]=[C:23]([OH:28])[CH:24]=2)[CH2:19]1)[CH3:15].[CH3:29][O:30][C:31]1[CH:47]=[CH:46][C:34]([C:35]([O:37][C:38]2[CH:43]=[CH:42][C:41]([CH2:44]O)=[CH:40][CH:39]=2)=[O:36])=[CH:33][CH:32]=1.C1(P(C2C=CC=CC=2)C2C=CC=CC=2)C=CC=CC=1, predict the reaction product. The product is: [CH3:13][N:14]([CH2:16][CH2:17][C@@H:18]1[CH2:27][CH2:26][C:25]2[C:20](=[CH:21][CH:22]=[C:23]([O:28][CH2:44][C:41]3[CH:40]=[CH:39][C:38]([O:37][C:35]([C:34]4[CH:33]=[CH:32][C:31]([O:30][CH3:29])=[CH:47][CH:46]=4)=[O:36])=[CH:43][CH:42]=3)[CH:24]=2)[CH2:19]1)[CH3:15]. (4) Given the reactants [Si]([O:8][C@H:9]([C:25]1[CH:30]=[CH:29][C:28]([OH:31])=[C:27]([CH2:32][OH:33])[CH:26]=1)[CH2:10][NH:11][C:12]([CH3:24])([CH3:23])[CH2:13][C:14]1[CH:15]=[C:16]([CH:20]=[CH:21][CH:22]=1)[C:17](O)=[O:18])(C(C)(C)C)(C)C.F[P-](F)(F)(F)(F)F.N1(OC(N(C)C)=[N+](C)C)C2C=CC=CC=2N=N1.[F:58][C:59]1[CH:67]=[CH:66][C:62]([CH2:63][CH2:64][NH2:65])=[CH:61][CH:60]=1.[F-].[NH4+], predict the reaction product. The product is: [F:58][C:59]1[CH:67]=[CH:66][C:62]([CH2:63][CH2:64][NH:65][C:17](=[O:18])[C:16]2[CH:20]=[CH:21][CH:22]=[C:14]([CH2:13][C:12]([NH:11][CH2:10][C@H:9]([OH:8])[C:25]3[CH:30]=[CH:29][C:28]([OH:31])=[C:27]([CH2:32][OH:33])[CH:26]=3)([CH3:23])[CH3:24])[CH:15]=2)=[CH:61][CH:60]=1. (5) Given the reactants [OH:1][CH2:2][CH2:3][CH2:4][C@H:5]([NH:15][C:16](=[O:22])[O:17][CH2:18][CH:19]([CH3:21])[CH3:20])[CH2:6][NH:7][C:8](=[O:14])[O:9][CH2:10][CH:11]([CH3:13])[CH3:12].C(N(CC)CC)C.[CH3:30][S:31](Cl)(=[O:33])=[O:32].C(O)(=O)CC(CC(O)=O)(C(O)=O)O, predict the reaction product. The product is: [CH3:30][S:31]([O:1][CH2:2][CH2:3][CH2:4][C@H:5]([NH:15][C:16]([O:17][CH2:18][CH:19]([CH3:21])[CH3:20])=[O:22])[CH2:6][NH:7][C:8]([O:9][CH2:10][CH:11]([CH3:12])[CH3:13])=[O:14])(=[O:33])=[O:32]. (6) Given the reactants C1(P(C2C=CC=CC=2)C2C=CC=CC=2)C=CC=CC=1.N1C=CN=C1.[I:25]I.O[CH2:28][C:29]1[CH:30]=[C:31]([CH:41]=[CH:42][CH:43]=1)[O:32][C:33]1[CH:34]=[C:35]([CH:38]=[CH:39][N:40]=1)[C:36]#[N:37], predict the reaction product. The product is: [I:25][CH2:28][C:29]1[CH:30]=[C:31]([CH:41]=[CH:42][CH:43]=1)[O:32][C:33]1[CH:34]=[C:35]([CH:38]=[CH:39][N:40]=1)[C:36]#[N:37]. (7) Given the reactants C(O[C:6]([N:8]([CH3:23])[CH2:9][C:10]([C:17]1[CH2:22][CH2:21][CH2:20][CH2:19][CH:18]=1)([CH3:16])[C:11]([O:13][CH2:14][CH3:15])=[O:12])=[O:7])(C)(C)C.C(O)(C(F)(F)F)=O.[N:31]([C:34]([CH3:41])([CH2:36][C:37]([CH3:40])([CH3:39])[CH3:38])[CH3:35])=C=O.CCN(CC)CC.Cl, predict the reaction product. The product is: [C:17]1([C:10]([CH3:16])([CH2:9][N:8]([CH3:23])[C:6]([NH:31][C:34]([CH3:41])([CH2:36][C:37]([CH3:40])([CH3:39])[CH3:38])[CH3:35])=[O:7])[C:11]([O:13][CH2:14][CH3:15])=[O:12])[CH2:22][CH2:21][CH2:20][CH2:19][CH:18]=1. (8) Given the reactants C(O)C.[C:4]([C:6]1[CH:7]=[C:8]([CH:36]=[CH:37][CH:38]=1)[C:9]([NH:11][C@H:12]1[CH2:17][CH2:16][C@H:15]([C:18]([N:20]([CH3:22])[CH3:21])=[O:19])[CH2:14][C@H:13]1[NH:23][C:24]([C:26]1[S:27][C:28]2[CH2:29][N:30]([CH3:35])[CH2:31][CH2:32][C:33]=2[N:34]=1)=[O:25])=[O:10])#[N:5].[ClH:39].[NH2:40][OH:41].C(=O)([O-])O.[Na+], predict the reaction product. The product is: [ClH:39].[NH2:5][C:4](=[N:40][OH:41])[C:6]1[CH:7]=[C:8]([CH:36]=[CH:37][CH:38]=1)[C:9]([NH:11][C@H:12]1[CH2:17][CH2:16][C@H:15]([C:18]([N:20]([CH3:21])[CH3:22])=[O:19])[CH2:14][C@H:13]1[NH:23][C:24]([C:26]1[S:27][C:28]2[CH2:29][N:30]([CH3:35])[CH2:31][CH2:32][C:33]=2[N:34]=1)=[O:25])=[O:10]. (9) The product is: [CH3:16][S:26]([C:3]1[N:7]=[C:6]([C:8]2[CH:13]=[CH:12][CH:11]=[C:10]([Cl:14])[CH:9]=2)[S:5][N:4]=1)(=[O:29])=[O:27]. Given the reactants CS[C:3]1[N:7]=[C:6]([C:8]2[CH:13]=[CH:12][CH:11]=[C:10]([Cl:14])[CH:9]=2)[S:5][N:4]=1.Cl[C:16]1C=C(C=CC=1)C(OO)=O.[S:26]([O-:29])([O-])=[O:27].[Na+].[Na+], predict the reaction product.